Dataset: Retrosynthesis with 50K atom-mapped reactions and 10 reaction types from USPTO. Task: Predict the reactants needed to synthesize the given product. (1) Given the product CCOC(=O)/C(C)=C/c1ccc(Oc2cccnc2)c(C(F)(F)F)c1, predict the reactants needed to synthesize it. The reactants are: CCOC(=O)/C(C)=C/c1ccc(F)c(C(F)(F)F)c1.Oc1cccnc1. (2) The reactants are: COC(=O)c1ccc(Cn2c(=O)c3ccccc3n(Cc3ccc(C)cc3)c2=O)cc1. Given the product Cc1ccc(Cn2c(=O)n(Cc3ccc(C(=O)O)cc3)c(=O)c3ccccc32)cc1, predict the reactants needed to synthesize it. (3) Given the product O=C(O)C1CC1(F)c1ccccc1F, predict the reactants needed to synthesize it. The reactants are: CCOC(=O)C1CC1(F)c1ccccc1F. (4) Given the product C=C(C)C(=O)NC1=CC(C(=O)Oc2ccccc2)C(O)(C(C)=O)C=C1, predict the reactants needed to synthesize it. The reactants are: C=C(C)C(=O)NC1=CC(C(=O)O)C(O)(C(C)=O)C=C1.Oc1ccccc1. (5) The reactants are: O=C(c1ccc(Cl)cc1)c1ccc(Cn2ccnc2)cc1. Given the product OC(c1ccc(Cl)cc1)c1ccc(Cn2ccnc2)cc1, predict the reactants needed to synthesize it. (6) The reactants are: COC(=O)Cc1ccccc1CBr.Cc1ccccc1O. Given the product COC(=O)Cc1ccccc1COc1ccccc1C, predict the reactants needed to synthesize it.